From a dataset of NCI-60 drug combinations with 297,098 pairs across 59 cell lines. Regression. Given two drug SMILES strings and cell line genomic features, predict the synergy score measuring deviation from expected non-interaction effect. (1) Drug 1: C1=NC2=C(N=C(N=C2N1C3C(C(C(O3)CO)O)O)F)N. Drug 2: CC1=C(C(=CC=C1)Cl)NC(=O)C2=CN=C(S2)NC3=CC(=NC(=N3)C)N4CCN(CC4)CCO. Cell line: HCT116. Synergy scores: CSS=3.30, Synergy_ZIP=-1.49, Synergy_Bliss=4.39, Synergy_Loewe=-2.64, Synergy_HSA=-0.976. (2) Drug 1: CC1OCC2C(O1)C(C(C(O2)OC3C4COC(=O)C4C(C5=CC6=C(C=C35)OCO6)C7=CC(=C(C(=C7)OC)O)OC)O)O. Drug 2: C1=CC(=CC=C1CCCC(=O)O)N(CCCl)CCCl. Cell line: OVCAR3. Synergy scores: CSS=50.1, Synergy_ZIP=6.06, Synergy_Bliss=10.1, Synergy_Loewe=-10.9, Synergy_HSA=14.1. (3) Drug 1: CCCS(=O)(=O)NC1=C(C(=C(C=C1)F)C(=O)C2=CNC3=C2C=C(C=N3)C4=CC=C(C=C4)Cl)F. Drug 2: C1CCC(C(C1)N)N.C(=O)(C(=O)[O-])[O-].[Pt+4]. Cell line: NCI-H322M. Synergy scores: CSS=3.11, Synergy_ZIP=3.41, Synergy_Bliss=2.17, Synergy_Loewe=-3.52, Synergy_HSA=-3.52. (4) Drug 1: CN1C(=O)N2C=NC(=C2N=N1)C(=O)N. Drug 2: CC1=C(C(=O)C2=C(C1=O)N3CC4C(C3(C2COC(=O)N)OC)N4)N. Cell line: SK-OV-3. Synergy scores: CSS=14.7, Synergy_ZIP=-5.98, Synergy_Bliss=2.53, Synergy_Loewe=-31.0, Synergy_HSA=-2.94. (5) Drug 1: C1C(C(OC1N2C=NC(=NC2=O)N)CO)O. Drug 2: C(CN)CNCCSP(=O)(O)O. Cell line: SF-539. Synergy scores: CSS=5.29, Synergy_ZIP=2.32, Synergy_Bliss=4.39, Synergy_Loewe=-1.54, Synergy_HSA=-1.12. (6) Drug 1: CC=C1C(=O)NC(C(=O)OC2CC(=O)NC(C(=O)NC(CSSCCC=C2)C(=O)N1)C(C)C)C(C)C. Drug 2: CC1CCC2CC(C(=CC=CC=CC(CC(C(=O)C(C(C(=CC(C(=O)CC(OC(=O)C3CCCCN3C(=O)C(=O)C1(O2)O)C(C)CC4CCC(C(C4)OC)OCCO)C)C)O)OC)C)C)C)OC. Cell line: SF-295. Synergy scores: CSS=33.7, Synergy_ZIP=-8.84, Synergy_Bliss=-6.15, Synergy_Loewe=-37.2, Synergy_HSA=-7.37. (7) Drug 1: C1CCC(CC1)NC(=O)N(CCCl)N=O. Drug 2: CC1C(C(=O)NC(C(=O)N2CCCC2C(=O)N(CC(=O)N(C(C(=O)O1)C(C)C)C)C)C(C)C)NC(=O)C3=C4C(=C(C=C3)C)OC5=C(C(=O)C(=C(C5=N4)C(=O)NC6C(OC(=O)C(N(C(=O)CN(C(=O)C7CCCN7C(=O)C(NC6=O)C(C)C)C)C)C(C)C)C)N)C. Cell line: NCI-H226. Synergy scores: CSS=8.65, Synergy_ZIP=-2.49, Synergy_Bliss=3.51, Synergy_Loewe=2.70, Synergy_HSA=2.62.